Dataset: Full USPTO retrosynthesis dataset with 1.9M reactions from patents (1976-2016). Task: Predict the reactants needed to synthesize the given product. (1) Given the product [C@@H:6]12[O:10][C@@H:11]([CH:8]=[CH:7]1)[CH2:12][C@H:14]2[C:13]([O:16][CH2:17][CH3:18])=[O:15], predict the reactants needed to synthesize it. The reactants are: O1C=CC=C1.[C:6]([O:10][CH2:11][CH3:12])(=O)[CH:7]=[CH2:8].[C:13]([O:16][CH2:17][CH3:18])(=[O:15])[CH3:14]. (2) Given the product [CH3:1][C:2]1[CH:11]=[C:10]([N:12]2[CH2:16][CH2:15][CH:14]([NH:17][C:26]3[CH:31]=[CH:30][CH:29]=[CH:28][CH:27]=3)[CH2:13]2)[C:9]2[C:4](=[CH:5][CH:6]=[C:7]([O:18][C:19]3[CH:24]=[CH:23][CH:22]=[CH:21][CH:20]=3)[CH:8]=2)[N:3]=1, predict the reactants needed to synthesize it. The reactants are: [CH3:1][C:2]1[CH:11]=[C:10]([N:12]2[CH2:16][CH2:15][CH:14]([NH2:17])[CH2:13]2)[C:9]2[C:4](=[CH:5][CH:6]=[C:7]([O:18][C:19]3[CH:24]=[CH:23][CH:22]=[CH:21][CH:20]=3)[CH:8]=2)[N:3]=1.Br[C:26]1[CH:31]=[CH:30][CH:29]=[CH:28][CH:27]=1.C1(P(C2CCCCC2)C2C=CC=CC=2C2C=CC=CC=2N(C)C)CCCCC1.CC(C)([O-])C.[Na+]. (3) The reactants are: [N:1]([C:4]1[CH:12]=[CH:11][C:7]2[NH:8][CH:9]=[N:10][C:6]=2[CH:5]=1)=[C:2]=[S:3].[C:13]1([C@H:19]([NH2:22])[CH2:20][CH3:21])[CH:18]=[CH:17][CH:16]=[CH:15][CH:14]=1. Given the product [NH:8]1[C:7]2[CH:11]=[CH:12][C:4]([NH:1][C:2]([NH:22][C@@H:19]([C:13]3[CH:18]=[CH:17][CH:16]=[CH:15][CH:14]=3)[CH2:20][CH3:21])=[S:3])=[CH:5][C:6]=2[N:10]=[CH:9]1, predict the reactants needed to synthesize it. (4) Given the product [F:18][C:19]1[C:20]([O:28][CH3:29])=[C:21](/[CH:22]=[CH:7]/[C:6]([N:5]([O:4][CH3:3])[CH3:17])=[O:16])[C:24]([F:27])=[CH:25][CH:26]=1, predict the reactants needed to synthesize it. The reactants are: [H-].[Na+].[CH3:3][O:4][N:5]([CH3:17])[C:6](=[O:16])[CH2:7]P(=O)(OCC)OCC.[F:18][C:19]1[C:20]([O:28][CH3:29])=[C:21]([C:24]([F:27])=[CH:25][CH:26]=1)[CH:22]=O. (5) The reactants are: [C:1]([O:4][CH2:5][C@@H:6]1[C@@H:11]([O:12][C:13](=[O:15])[CH3:14])[C@H:10](OC(=O)C)[CH:9]=[CH:8][O:7]1)(=[O:3])[CH3:2].[Si:20]([O:27][C:28]1[CH:29]=[C:30](B(O)O)[CH:31]=[CH:32][C:33]=1[O:34][CH3:35])([C:23]([CH3:26])([CH3:25])[CH3:24])([CH3:22])[CH3:21]. Given the product [C:1]([O:4][CH2:5][C@@H:6]1[C@@H:11]([O:12][C:13](=[O:15])[CH3:14])[CH:10]=[CH:9][C@@H:8]([C:30]2[CH:31]=[CH:32][C:33]([O:34][CH3:35])=[C:28]([O:27][Si:20]([C:23]([CH3:26])([CH3:25])[CH3:24])([CH3:22])[CH3:21])[CH:29]=2)[O:7]1)(=[O:3])[CH3:2], predict the reactants needed to synthesize it.